Dataset: Full USPTO retrosynthesis dataset with 1.9M reactions from patents (1976-2016). Task: Predict the reactants needed to synthesize the given product. (1) Given the product [CH3:8][NH:9][CH2:3][CH2:2][C:1]([O:5][CH2:6][CH3:7])=[O:4], predict the reactants needed to synthesize it. The reactants are: [C:1]([O:5][CH2:6][CH3:7])(=[O:4])[CH:2]=[CH2:3].[CH3:8][NH2:9]. (2) The reactants are: [Br:1][C:2]1[CH:3]=[C:4]2[C:8](=[CH:9][CH:10]=1)[C:7](=[O:11])[CH2:6][CH2:5]2.CS(O)(=O)=O.[N-:17]=[N+]=[N-].[Na+]. Given the product [Br:1][C:2]1[CH:3]=[C:4]2[C:8](=[CH:9][CH:10]=1)[C:7](=[O:11])[NH:17][CH2:6][CH2:5]2, predict the reactants needed to synthesize it. (3) Given the product [F:1][C:2]1[C:3]([O:10][CH3:11])=[C:4]([C:15](=[N:27][OH:28])[C:16]([NH2:30])=[O:13])[CH:6]=[C:7]([CH3:9])[CH:8]=1, predict the reactants needed to synthesize it. The reactants are: [F:1][C:2]1[C:3]([O:10][CH3:11])=[C:4]([CH:6]=[C:7]([CH3:9])[CH:8]=1)N.Cl.[OH2:13].Cl[C:15](Cl)(Cl)[CH:16]=O.S([O-])([O-])(=O)=O.[Mg+2].Cl.[NH2:27][OH:28].C[N:30](C)C=O. (4) The reactants are: [F:1][C:2]([F:34])([F:33])[C:3]1[CH:4]=[C:5]([CH:26]=[C:27]([C:29]([F:32])([F:31])[F:30])[CH:28]=1)[CH2:6][O:7][CH2:8][CH:9]([N:16]1[CH2:21][CH2:20][N:19]([CH2:22][C:23](O)=[O:24])[CH2:18][CH2:17]1)[C:10]1[CH:15]=[CH:14][CH:13]=[CH:12][CH:11]=1.CN.C1C=CC2N(O)N=[N:43][C:41]=2C=1.C(N(C(C)C)CC)(C)C.C1CCC(N=C=NC2CCCCC2)CC1. Given the product [F:1][C:2]([F:34])([F:33])[C:3]1[CH:4]=[C:5]([CH:26]=[C:27]([C:29]([F:32])([F:30])[F:31])[CH:28]=1)[CH2:6][O:7][CH2:8][CH:9]([N:16]1[CH2:17][CH2:18][N:19]([CH2:22][C:23]([NH:43][CH3:41])=[O:24])[CH2:20][CH2:21]1)[C:10]1[CH:15]=[CH:14][CH:13]=[CH:12][CH:11]=1, predict the reactants needed to synthesize it. (5) Given the product [OH:26][CH2:25][CH2:27][NH:28][C:21]([C:17]1[S:16][C:15]([CH2:14][CH2:13][C:12]2[C:8]([C:5]3[CH:4]=[CH:3][C:2]([F:1])=[CH:7][N:6]=3)=[N:9][O:10][C:11]=2[CH3:24])=[N:19][C:18]=1[CH3:20])=[O:23], predict the reactants needed to synthesize it. The reactants are: [F:1][C:2]1[CH:3]=[CH:4][C:5]([C:8]2[C:12]([CH2:13][CH2:14][C:15]3[S:16][C:17]([C:21]([OH:23])=O)=[C:18]([CH3:20])[N:19]=3)=[C:11]([CH3:24])[O:10][N:9]=2)=[N:6][CH:7]=1.[CH2:25]([CH2:27][NH2:28])[OH:26]. (6) Given the product [OH:26][C:27]1[CH:40]=[C:39]2[C:30]([C@@H:31]3[C@@:36]([CH3:41])([CH2:37][CH2:38]2)[C@@H:35]([CH2:4][CH2:3][CH:2]([CH3:8])[CH3:7])[CH2:34][C:33](=[O:42])[CH2:32]3)=[CH:29][CH:28]=1, predict the reactants needed to synthesize it. The reactants are: [Mg].[C:2]12([CH3:8])[C:8]([CH3:7])([CH3:4])[CH:2]([CH2:3][CH2:7]1)[CH2:4][CH2+:3]2[CH2:4][CH2:3][CH:2]([CH3:8])[CH3:7].II.C(=O)=O.CC(C)=O.[OH:26][C:27]1[CH:40]=[C:39]2[C:30]([C@@H:31]3[C@@:36]([CH3:41])([CH2:37][CH2:38]2)[CH:35]=[CH:34][C:33](=[O:42])[CH2:32]3)=[CH:29][CH:28]=1. (7) Given the product [F:21][C:15]1[CH:16]=[C:17]([F:20])[CH:18]=[CH:19][C:14]=1[C:11]1[CH:12]=[CH:13][C:8]2[N:7]=[C:25]([C:27]3[CH:32]=[CH:31][CH:30]=[C:29]([N:33]4[CH:37]=[CH:36][N:35]=[C:34]4[CH3:38])[CH:28]=3)[CH2:24][C:23](=[O:39])[NH:22][C:9]=2[CH:10]=1, predict the reactants needed to synthesize it. The reactants are: C(OC(=O)[NH:7][C:8]1[CH:13]=[CH:12][C:11]([C:14]2[CH:19]=[CH:18][C:17]([F:20])=[CH:16][C:15]=2[F:21])=[CH:10][C:9]=1[NH:22][C:23](=[O:39])[CH2:24][C:25]([C:27]1[CH:32]=[CH:31][CH:30]=[C:29]([N:33]2[CH:37]=[CH:36][N:35]=[C:34]2[CH3:38])[CH:28]=1)=O)(C)(C)C.C(O)(C(F)(F)F)=O.